From a dataset of Forward reaction prediction with 1.9M reactions from USPTO patents (1976-2016). Predict the product of the given reaction. (1) The product is: [C:1]([CH2:3][CH2:4][C:5]1[CH:9]=[C:8]([C:10]2[CH:11]=[CH:12][C:13]([CH3:16])=[CH:14][CH:15]=2)[N:7]([C:17]2[CH:22]=[CH:21][C:20]([S:23]([NH2:26])(=[O:25])=[O:24])=[CH:19][CH:18]=2)[N:6]=1)#[N:2]. Given the reactants [C:1](/[CH:3]=[CH:4]/[C:5]1[CH:9]=[C:8]([C:10]2[CH:15]=[CH:14][C:13]([CH3:16])=[CH:12][CH:11]=2)[N:7]([C:17]2[CH:22]=[CH:21][C:20]([S:23]([NH2:26])(=[O:25])=[O:24])=[CH:19][CH:18]=2)[N:6]=1)#[N:2], predict the reaction product. (2) Given the reactants [F:1][C:2]1[C:3](I)=[C:4]2[C:14]3[C:9](=[CH:10][N:11]=[C:12]([C:15]4[CH:16]=[N:17][CH:18]=[CH:19][CH:20]=4)[CH:13]=3)[N:8]([S:21]([C:24]3[CH:29]=[CH:28][C:27]([CH3:30])=[CH:26][CH:25]=3)(=[O:23])=[O:22])[C:5]2=[N:6][CH:7]=1.CC1(C)C(C)(C)OB([C:40]2[CH:46]=[CH:45][C:43]([NH2:44])=[CH:42][CH:41]=2)O1.C(=O)([O-])[O-].[Cs+].[Cs+], predict the reaction product. The product is: [F:1][C:2]1[C:3]([C:40]2[CH:46]=[CH:45][C:43]([NH2:44])=[CH:42][CH:41]=2)=[C:4]2[C:14]3[C:9](=[CH:10][N:11]=[C:12]([C:15]4[CH:16]=[N:17][CH:18]=[CH:19][CH:20]=4)[CH:13]=3)[N:8]([S:21]([C:24]3[CH:29]=[CH:28][C:27]([CH3:30])=[CH:26][CH:25]=3)(=[O:23])=[O:22])[C:5]2=[N:6][CH:7]=1. (3) The product is: [CH2:17]([CH:1]1[O:2][C:3]2=[CH:4][S:5][CH:6]=[C:7]2[O:8][CH2:9]1)[CH2:18][CH2:19][CH2:20][CH2:21][CH2:22][CH2:23][CH2:24][CH2:25][CH3:26]. Given the reactants [CH3:1][O:2][C:3]1[C:7]([O:8][CH3:9])=[CH:6][S:5][CH:4]=1.C1(C)C=CC=CC=1.[CH2:17](O)[C@@H:18](O)[CH2:19][CH2:20][CH2:21][CH2:22][CH2:23][CH2:24][CH2:25][CH2:26]CC.N#N, predict the reaction product. (4) Given the reactants [CH3:1][C:2]1[CH:3]=[C:4]([CH2:11][C@@H:12]([O:16][C:17]([N:19]2[CH2:24][CH2:23][CH:22](C3C(=O)NC4C(C=3)=CC=CC=4)[CH2:21][CH2:20]2)=[O:18])[C:13]([OH:15])=O)[CH:5]=[C:6]2[C:10]=1[NH:9][N:8]=[CH:7]2.[CH:36](N(C(C)C)CC)([CH3:38])[CH3:37].Cl.Cl.[CH3:47][N:48]1[CH2:53][CH2:52][C:51]2([CH2:58][CH2:57][NH:56][CH2:55][CH2:54]2)[CH2:50][CH2:49]1.C1CN([P+](ON2N=[N:83][C:78]3[CH:79]=[CH:80][CH:81]=[CH:82][C:77]2=3)(N2CCCC2)N2CCCC2)CC1.F[P-](F)(F)(F)(F)F.CN(C)C=[O:95], predict the reaction product. The product is: [O:95]=[C:38]1[C:36]([CH:22]2[CH2:21][CH2:20][N:19]([C:17]([O:16][C@H:12]([CH2:11][C:4]3[CH:5]=[C:6]4[C:10](=[C:2]([CH3:1])[CH:3]=3)[NH:9][N:8]=[CH:7]4)[C:13](=[O:15])[N:56]3[CH2:57][CH2:58][C:51]4([CH2:52][CH2:53][N:48]([CH3:47])[CH2:49][CH2:50]4)[CH2:54][CH2:55]3)=[O:18])[CH2:24][CH2:23]2)=[CH:37][C:77]2[C:78](=[CH:79][CH:80]=[CH:81][CH:82]=2)[NH:83]1.